Dataset: Reaction yield outcomes from USPTO patents with 853,638 reactions. Task: Predict the reaction yield, written as a fraction of the theoretical maximum amount of product (1.0 means a 100% yield; for example, 0.34 means a 34% yield). The reactants are [CH3:1][N:2]([CH3:19])[C:3]([CH2:5][CH2:6][CH2:7][C:8]#[C:9][C:10]1[CH:11]=[C:12]([CH:16]=[CH:17][CH:18]=1)[C:13]([OH:15])=O)=[O:4].CCN=C=N[CH2:25][CH2:26][CH2:27][N:28](C)C.C(N(CC)CC)C. The catalyst is ClCCl. The product is [CH:27]1([NH:28][C:13](=[O:15])[C:12]2[CH:16]=[CH:17][CH:18]=[C:10]([C:9]#[C:8][CH2:7][CH2:6][CH2:5][C:3](=[O:4])[N:2]([CH3:1])[CH3:19])[CH:11]=2)[CH2:25][CH2:26]1. The yield is 0.910.